This data is from Forward reaction prediction with 1.9M reactions from USPTO patents (1976-2016). The task is: Predict the product of the given reaction. (1) Given the reactants [C:1]([C@H:5]1[O:9][C:8](=[O:10])[C@@:7]([C@@H:17]2[CH2:21]CC(=O)[CH2:18]2)([C:11]2[CH:16]=[CH:15][CH:14]=[CH:13][CH:12]=2)[O:6]1)([CH3:4])([CH3:3])[CH3:2].F[C:24]([F:35])([F:34])[CH2:25]N(OS(=O)(=O)O)CC, predict the reaction product. The product is: [C:1]([C@H:5]1[O:9][C:8](=[O:10])[C@@:7]([C@@H:17]2[CH2:21][CH2:25][C:24]([F:34])([F:35])[CH2:18]2)([C:11]2[CH:16]=[CH:15][CH:14]=[CH:13][CH:12]=2)[O:6]1)([CH3:4])([CH3:3])[CH3:2]. (2) The product is: [CH2:15]([O:14][C:11]1[CH:12]=[CH:13][C:8]([C:5]2[CH:6]=[CH:7][C:2]([B:23]([OH:26])[OH:24])=[CH:3][CH:4]=2)=[CH:9][CH:10]=1)[CH2:16][CH2:17][CH2:18][CH2:19][CH2:20][CH2:21][CH3:22]. Given the reactants Br[C:2]1[CH:7]=[CH:6][C:5]([C:8]2[CH:13]=[CH:12][C:11]([O:14][CH2:15][CH2:16][CH2:17][CH2:18][CH2:19][CH2:20][CH2:21][CH3:22])=[CH:10][CH:9]=2)=[CH:4][CH:3]=1.[B:23](OC)([O:26]C)[O:24]C.Cl, predict the reaction product. (3) Given the reactants [Cl:1][C:2]1[CH:7]=[CH:6][C:5]([C:8]2(OC)[C@H:13]([OH:14])[C@@H:12]([OH:15])[C@H:11]([OH:16])[C@@H:10]([CH2:17][OH:18])[O:9]2)=[CH:4][C:3]=1[CH2:21][C:22]1[CH:27]=[CH:26][C:25]([OH:28])=[CH:24][CH:23]=1.C([SiH](CC)CC)C, predict the reaction product. The product is: [Cl:1][C:2]1[CH:7]=[CH:6][C:5]([CH:8]2[C@H:13]([OH:14])[C@@H:12]([OH:15])[C@H:11]([OH:16])[C@@H:10]([CH2:17][OH:18])[O:9]2)=[CH:4][C:3]=1[CH2:21][C:22]1[CH:23]=[CH:24][C:25]([OH:28])=[CH:26][CH:27]=1. (4) Given the reactants [Br:1][C:2]1[CH:10]=[CH:9][C:8]([O:11][CH3:12])=[CH:7][C:3]=1[C:4](O)=[O:5].C1N=C[N:15](C(N2C=NC=C2)=O)C=1.C(=O)([O-])[O-].[NH4+].[NH4+].O, predict the reaction product. The product is: [Br:1][C:2]1[CH:10]=[CH:9][C:8]([O:11][CH3:12])=[CH:7][C:3]=1[C:4]([NH2:15])=[O:5].